Dataset: Forward reaction prediction with 1.9M reactions from USPTO patents (1976-2016). Task: Predict the product of the given reaction. (1) Given the reactants [Na+].[C:2]([C:4]1[CH:5]=[C:6]([C:14]2[O:18][N:17]=[C:16]([C:19]3[C:20]([CH3:34])=[C:21]4[C:26](=[CH:27][CH:28]=3)[CH2:25][N:24]([CH2:29][CH2:30][C:31]([O-])=[O:32])[CH2:23][CH2:22]4)[N:15]=2)[CH:7]=[CH:8][C:9]=1[O:10][CH:11]([CH3:13])[CH3:12])#[N:3].C([N:37](CC)CC)C.C(Cl)CCl, predict the reaction product. The product is: [C:2]([C:4]1[CH:5]=[C:6]([C:14]2[O:18][N:17]=[C:16]([C:19]3[C:20]([CH3:34])=[C:21]4[C:26](=[CH:27][CH:28]=3)[CH2:25][N:24]([CH2:29][CH2:30][C:31]([NH2:37])=[O:32])[CH2:23][CH2:22]4)[N:15]=2)[CH:7]=[CH:8][C:9]=1[O:10][CH:11]([CH3:13])[CH3:12])#[N:3]. (2) Given the reactants [C:1]([C:5]1[CH:9]=[C:8]([NH:10][C:11](=[O:36])[NH:12][C:13]2[C:22]3[C:17](=[CH:18][CH:19]=[CH:20][CH:21]=3)[C:16]([O:23][CH2:24][C:25]3[CH:30]=[CH:29][N:28]=[C:27]([NH:31][C:32](=[O:35])[CH2:33]Cl)[CH:26]=3)=[CH:15][CH:14]=2)[N:7]([C:37]2[CH:42]=[CH:41][C:40]([CH3:43])=[CH:39][CH:38]=2)[N:6]=1)([CH3:4])([CH3:3])[CH3:2].C[CH2:45][N:46](C(C)C)C(C)C.CN, predict the reaction product. The product is: [C:1]([C:5]1[CH:9]=[C:8]([NH:10][C:11](=[O:36])[NH:12][C:13]2[C:22]3[C:17](=[CH:18][CH:19]=[CH:20][CH:21]=3)[C:16]([O:23][CH2:24][C:25]3[CH:30]=[CH:29][N:28]=[C:27]([NH:31][C:32](=[O:35])[CH2:33][NH:46][CH3:45])[CH:26]=3)=[CH:15][CH:14]=2)[N:7]([C:37]2[CH:42]=[CH:41][C:40]([CH3:43])=[CH:39][CH:38]=2)[N:6]=1)([CH3:4])([CH3:3])[CH3:2]. (3) Given the reactants C1C(=O)N([I:8])C(=O)C1.[CH3:9][C:10]1[N:11]=[C:12]([C:15]2([CH3:19])[CH2:18][O:17][CH2:16]2)[NH:13][CH:14]=1, predict the reaction product. The product is: [I:8][C:14]1[NH:13][C:12]([C:15]2([CH3:19])[CH2:16][O:17][CH2:18]2)=[N:11][C:10]=1[CH3:9]. (4) The product is: [Cl:17][C:18]1[C:26]([C:27]([F:29])([F:30])[F:28])=[CH:25][CH:24]=[CH:23][C:19]=1[C:20]([N:7]1[CH2:8][CH2:9][N:4]2[CH:3]=[CH:2][N:1]=[C:5]2[CH2:6]1)=[O:21]. Given the reactants [N:1]1[CH:2]=[CH:3][N:4]2[CH2:9][CH2:8][NH:7][CH2:6][C:5]=12.C(N(CC)CC)C.[Cl:17][C:18]1[C:26]([C:27]([F:30])([F:29])[F:28])=[CH:25][CH:24]=[CH:23][C:19]=1[C:20](Cl)=[O:21], predict the reaction product. (5) Given the reactants [N:1]1([C:7](=[O:26])[CH2:8][O:9][CH:10]2[CH2:15][CH2:14][N:13]([C:16]3[O:17][C:18]4[CH:24]=[C:23]([OH:25])[CH:22]=[CH:21][C:19]=4[N:20]=3)[CH2:12][CH2:11]2)[CH2:6][CH2:5][O:4][CH2:3][CH2:2]1.C(=O)([O-])[O-].[K+].[K+].Br[CH2:34][CH:35]1[CH2:37][CH2:36]1, predict the reaction product. The product is: [CH:35]1([CH2:34][O:25][C:23]2[CH:22]=[CH:21][C:19]3[N:20]=[C:16]([N:13]4[CH2:12][CH2:11][CH:10]([O:9][CH2:8][C:7]([N:1]5[CH2:2][CH2:3][O:4][CH2:5][CH2:6]5)=[O:26])[CH2:15][CH2:14]4)[O:17][C:18]=3[CH:24]=2)[CH2:37][CH2:36]1. (6) Given the reactants [CH3:1][O:2][C:3]1[CH:4]=[C:5]([CH:21]=[CH:22][C:23]=1[O:24][CH3:25])[CH2:6][CH:7]1[C:16]2[C:11](=[CH:12][C:13]([O:19][CH3:20])=[C:14]([O:17][CH3:18])[CH:15]=2)[CH2:10][CH2:9][NH:8]1.Br[CH2:27][C:28](Br)=[O:29].[NH2:31][CH:32]1[C:40]2[C:35](=[CH:36][CH:37]=[CH:38][CH:39]=2)[CH2:34][CH2:33]1, predict the reaction product. The product is: [CH3:1][O:2][C:3]1[CH:4]=[C:5]([CH:21]=[CH:22][C:23]=1[O:24][CH3:25])[CH2:6][CH:7]1[C:16]2[C:11](=[CH:12][C:13]([O:19][CH3:20])=[C:14]([O:17][CH3:18])[CH:15]=2)[CH2:10][CH2:9][N:8]1[CH2:27][C:28]([NH:31][CH:32]1[C:40]2[C:35](=[CH:36][CH:37]=[CH:38][CH:39]=2)[CH2:34][CH2:33]1)=[O:29]. (7) Given the reactants [CH3:1][CH2:2][CH2:3][CH2:4][CH:5]([CH2:8][NH:9][CH2:10][CH:11]([CH2:14][CH2:15][CH2:16][CH3:17])[CH2:12][CH3:13])[CH2:6][CH3:7].[Cl:18][CH:19]([C:23]1[CH:28]=[CH:27][CH:26]=[CH:25][CH:24]=1)[C:20](Cl)=[O:21], predict the reaction product. The product is: [Cl:18][CH:19]([C:23]1[CH:28]=[CH:27][CH:26]=[CH:25][CH:24]=1)[C:20]([N:9]([CH2:8][CH:5]([CH2:6][CH3:7])[CH2:4][CH2:3][CH2:2][CH3:1])[CH2:10][CH:11]([CH2:12][CH3:13])[CH2:14][CH2:15][CH2:16][CH3:17])=[O:21]. (8) Given the reactants [C:1]([O:4][CH2:5][C@@H:6]([NH:32][C:33]([O:35][CH2:36][C:37]1[CH:42]=[CH:41][CH:40]=[CH:39][CH:38]=1)=[O:34])[C:7]([N:9]1[CH2:13][CH2:12][CH2:11][C@H:10]1[C:14]([N:16]1[CH2:20][CH2:19][CH2:18][C@H:17]1[C:21]([NH:23][C@@H:24]([C@H:29]([OH:31])C)[C:25]([O:27][CH3:28])=[O:26])=[O:22])=[O:15])=[O:8])(=[O:3])[CH3:2].[CH3:43]N1CCOCC1, predict the reaction product. The product is: [C:1]([O:4][C@@H:5]([CH3:43])[C@@H:6]([NH:32][C:33]([O:35][CH2:36][C:37]1[CH:38]=[CH:39][CH:40]=[CH:41][CH:42]=1)=[O:34])[C:7]([N:9]1[CH2:13][CH2:12][CH2:11][C@H:10]1[C:14]([N:16]1[CH2:20][CH2:19][CH2:18][C@H:17]1[C:21]([NH:23][C@@H:24]([CH2:29][OH:31])[C:25]([O:27][CH3:28])=[O:26])=[O:22])=[O:15])=[O:8])(=[O:3])[CH3:2]. (9) The product is: [F:5][C:6]1([F:17])[C:15]2[C:4](=[CH:11][CH:12]=[C:13]([F:16])[CH:14]=2)[C:2](=[O:3])[CH2:1][CH2:7]1. Given the reactants [CH3:1][C:2]([CH3:4])=[O:3].[F:5][C:6]1([F:17])[C:15]2C(=[CH:11][CH:12]=[C:13]([F:16])[CH:14]=2)CC[CH2:7]1.[Mn]([O-])(=O)(=O)=O.[K+], predict the reaction product.